This data is from Peptide-MHC class I binding affinity with 185,985 pairs from IEDB/IMGT. The task is: Regression. Given a peptide amino acid sequence and an MHC pseudo amino acid sequence, predict their binding affinity value. This is MHC class I binding data. (1) The peptide sequence is HVTGRWNWW. The MHC is HLA-A02:16 with pseudo-sequence HLA-A02:16. The binding affinity (normalized) is 0.0847. (2) The peptide sequence is VPYCNYTRFW. The MHC is HLA-B51:01 with pseudo-sequence HLA-B51:01. The binding affinity (normalized) is 0.359. (3) The peptide sequence is LELRSRYWA. The MHC is HLA-B40:01 with pseudo-sequence HLA-B40:01. The binding affinity (normalized) is 0.279. (4) The peptide sequence is RTEILGLVK. The MHC is HLA-B15:01 with pseudo-sequence HLA-B15:01. The binding affinity (normalized) is 0.0847.